Dataset: Peptide-MHC class I binding affinity with 185,985 pairs from IEDB/IMGT. Task: Regression. Given a peptide amino acid sequence and an MHC pseudo amino acid sequence, predict their binding affinity value. This is MHC class I binding data. The peptide sequence is FIRYGDASL. The MHC is HLA-B18:01 with pseudo-sequence HLA-B18:01. The binding affinity (normalized) is 0.0847.